This data is from Full USPTO retrosynthesis dataset with 1.9M reactions from patents (1976-2016). The task is: Predict the reactants needed to synthesize the given product. (1) Given the product [C:1]([NH2:24])(=[O:8])[C:2]1[CH:7]=[CH:6][CH:5]=[CH:4][CH:3]=1, predict the reactants needed to synthesize it. The reactants are: [CH2:1]([O:8]C1C(OC)=CC(C(Cl)=O)=CC=1OC)[C:2]1[CH:7]=[CH:6][CH:5]=[CH:4][CH:3]=1.C([N:24]1CCC[C@H]1CN)C.C(=O)([O-])[O-].[Na+].[Na+].C(Cl)(=O)C1C=CC=CC=1.C1(S(O)(=O)=O)C=CC=CC=1. (2) Given the product [CH3:1][O:2][CH2:3][CH2:4][O:5][CH2:6][CH2:7][O:8][CH2:9][CH2:10][O:11][C:15]1[CH:22]=[CH:21][C:20]([N+:23]([O-:25])=[O:24])=[CH:19][C:16]=1[C:17]#[N:18], predict the reactants needed to synthesize it. The reactants are: [CH3:1][O:2][CH2:3][CH2:4][O:5][CH2:6][CH2:7][O:8][CH2:9][CH2:10][OH:11].[H-].[Na+].F[C:15]1[CH:22]=[CH:21][C:20]([N+:23]([O-:25])=[O:24])=[CH:19][C:16]=1[C:17]#[N:18]. (3) Given the product [Br:1][C:2]1[CH:7]=[N:6][C:5]2[N:8]=[C:15]([OH:14])[N:17]3[CH:21]=[CH:20][CH:19]=[C:18]3[C:4]=2[CH:3]=1, predict the reactants needed to synthesize it. The reactants are: [Br:1][C:2]1[CH:3]=[C:4](I)[C:5]([NH2:8])=[N:6][CH:7]=1.C([O:14][C:15]([N:17]1[CH:21]=[CH:20][CH:19]=[C:18]1B(O)O)=O)(C)(C)C.C([O-])([O-])=O.[Cs+].[Cs+].O. (4) Given the product [Cl:14][C:10]1[C:9]2[C:4](=[CH:5][C:6]([F:15])=[CH:7][CH:8]=2)[N:3]=[C:2]([C:21]2[CH:26]=[CH:25][CH:24]=[CH:23][N:22]=2)[C:11]=1[C:12]#[N:13], predict the reactants needed to synthesize it. The reactants are: Cl[C:2]1[C:11]([C:12]#[N:13])=[C:10]([Cl:14])[C:9]2[C:4](=[CH:5][C:6]([F:15])=[CH:7][CH:8]=2)[N:3]=1.C([Sn](CCCC)(CCCC)[C:21]1[CH:26]=[CH:25][CH:24]=[CH:23][N:22]=1)CCC. (5) The reactants are: [CH3:1][C:2]1([CH3:15])[CH2:13][C:12](=[O:14])[C:5]2[C:6]([C:9]([OH:11])=O)=[CH:7][O:8][C:4]=2[CH2:3]1.F[P-](F)(F)(F)(F)F.N1(OC(N(C)C)=[N+](C)C)C2N=CC=CC=2N=N1.C(N(CC)CC)C.[NH2:47][C:48]1[CH:53]=[CH:52][C:51]([N:54]2[CH2:59][CH2:58][N:57]([C:60](=[O:62])[CH3:61])[CH2:56][CH2:55]2)=[CH:50][CH:49]=1. Given the product [C:60]([N:57]1[CH2:56][CH2:55][N:54]([C:51]2[CH:52]=[CH:53][C:48]([NH:47][C:9]([C:6]3[C:5]4[C:12](=[O:14])[CH2:13][C:2]([CH3:1])([CH3:15])[CH2:3][C:4]=4[O:8][CH:7]=3)=[O:11])=[CH:49][CH:50]=2)[CH2:59][CH2:58]1)(=[O:62])[CH3:61], predict the reactants needed to synthesize it. (6) Given the product [N:20]1([C:25]2[CH:33]=[CH:32][C:28]([C:29]([NH2:4])=[O:30])=[CH:27][CH:26]=2)[CH:24]=[N:23][CH:22]=[N:21]1, predict the reactants needed to synthesize it. The reactants are: BrC1C=C(C(F)(C(F)(F)F)C(F)(F)F)C=C(Br)C=1[NH2:4].[N:20]1([C:25]2[CH:33]=[CH:32][C:28]([C:29](Cl)=[O:30])=[CH:27][CH:26]=2)[CH:24]=[N:23][CH:22]=[N:21]1.[OH-].[Na+]. (7) Given the product [O:7]1[CH2:6][CH2:5][S:1][CH2:2][CH2:3][O:4][C:16]1=[O:18], predict the reactants needed to synthesize it. The reactants are: [S:1]([CH2:5][CH2:6][OH:7])[CH2:2][CH2:3][OH:4].C(N(CC)CC)C.Cl[C:16](Cl)([O:18]C(=O)OC(Cl)(Cl)Cl)Cl. (8) Given the product [CH:1]1([C@@H:7]([NH:9][C:10]([C:12]2[CH:13]=[C:14]3[C:18](=[CH:19][CH:20]=2)[NH:17][N:16]=[C:15]3[I:21])=[O:11])[CH3:8])[CH2:6][CH2:5][CH2:4][CH2:3][CH2:2]1, predict the reactants needed to synthesize it. The reactants are: [CH:1]1([C@@H:7]([NH:9][C:10]([C:12]2[CH:13]=[C:14]3[C:18](=[CH:19][CH:20]=2)[NH:17][N:16]=[CH:15]3)=[O:11])[CH3:8])[CH2:6][CH2:5][CH2:4][CH2:3][CH2:2]1.[I:21]I.C([O-])([O-])=O.[K+].[K+]. (9) Given the product [CH2:19]([S:21][CH2:22][C:23]([C:24]1[N:13]([S:14]([CH3:17])(=[O:16])=[O:15])[C:6]2[C:5]([CH:25]=1)=[CH:4][C:3]([C:1]#[N:2])=[C:8]([C:9]([F:12])([F:11])[F:10])[CH:7]=2)([OH:26])[CH3:27])[CH3:20], predict the reactants needed to synthesize it. The reactants are: [C:1]([C:3]1[C:8]([C:9]([F:12])([F:11])[F:10])=[CH:7][C:6]([NH:13][S:14]([CH3:17])(=[O:16])=[O:15])=[C:5](I)[CH:4]=1)#[N:2].[CH2:19]([S:21][CH2:22][C:23]([CH3:27])([OH:26])[C:24]#[CH:25])[CH3:20]. (10) Given the product [Br:18][C:7]1[C:6]([Cl:8])=[N:5][C:4]([NH:9][C:10]2[CH:17]=[CH:16][C:13]([C:14]#[N:15])=[CH:12][CH:11]=2)=[N:3][C:2]=1[Cl:1], predict the reactants needed to synthesize it. The reactants are: [Cl:1][C:2]1[CH:7]=[C:6]([Cl:8])[N:5]=[C:4]([NH:9][C:10]2[CH:17]=[CH:16][C:13]([C:14]#[N:15])=[CH:12][CH:11]=2)[N:3]=1.[Br:18]N1C(=O)CCC1=O.